Dataset: Reaction yield outcomes from USPTO patents with 853,638 reactions. Task: Predict the reaction yield, written as a fraction of the theoretical maximum amount of product (1.0 means a 100% yield; for example, 0.34 means a 34% yield). The reactants are Cl.[NH2:2][C:3]1[CH:4]=[C:5]2[C:15](=[O:16])[NH:14][N:13]=[CH:12][C:7]3=[CH:8][NH:9][C:10]([CH:11]=1)=[C:6]23.Br[CH2:18][C:19]([OH:21])=O.F[P-](F)(F)(F)(F)F.[N:29]1([O:38]C(N(C)C)=[N+](C)C)[C:33]2[N:34]=[CH:35][CH:36]=[CH:37][C:32]=2[N:31]=[N:30]1.C(N(CC)CC)C. The catalyst is CN(C)C=O. The product is [O:16]=[C:15]1[C:5]2[C:6]3[C:7](=[CH:8][NH:9][C:10]=3[CH:11]=[C:3]([NH:2][C:19](=[O:21])[CH2:18][O:38][N:29]3[C:33]4=[N:34][CH:35]=[CH:36][CH:37]=[C:32]4[N:31]=[N:30]3)[CH:4]=2)[CH:12]=[N:13][NH:14]1. The yield is 0.350.